This data is from Reaction yield outcomes from USPTO patents with 853,638 reactions. The task is: Predict the reaction yield, written as a fraction of the theoretical maximum amount of product (1.0 means a 100% yield; for example, 0.34 means a 34% yield). (1) The reactants are [F:1][C:2]1[CH:22]=[CH:21][CH:20]=[C:19]([F:23])[C:3]=1[CH2:4][O:5][C:6]1[C:7]2[N:8]([C:12]([C:16](O)=[O:17])=[C:13]([CH3:15])[N:14]=2)[CH:9]=[CH:10][CH:11]=1.F[B-](F)(F)F.N1(O[C+](N(C)C)N(C)C)C2C=CC=CC=2N=N1.CN1CCOCC1.[NH2:53][CH:54]([C:57]1[CH:62]=[CH:61][C:60]([F:63])=[C:59]([F:64])[CH:58]=1)[CH2:55][OH:56]. The catalyst is ClCCl. The product is [F:23][C:19]1[CH:20]=[CH:21][CH:22]=[C:2]([F:1])[C:3]=1[CH2:4][O:5][C:6]1[C:7]2[N:8]([C:12]([C:16]([NH:53][CH:54]([C:57]3[CH:62]=[CH:61][C:60]([F:63])=[C:59]([F:64])[CH:58]=3)[CH2:55][OH:56])=[O:17])=[C:13]([CH3:15])[N:14]=2)[CH:9]=[CH:10][CH:11]=1. The yield is 0.0330. (2) The reactants are [F:1][C:2]1[CH:3]=[C:4]([C:8]2[C:16]3[O:15][CH:14]([CH2:17][NH2:18])[CH2:13][C:12]=3[CH:11]=[CH:10][CH:9]=2)[CH:5]=[CH:6][CH:7]=1.C(N(C(C)C)CC)(C)C.Cl[C:29]([O:31][CH2:32][C:33]1[CH:38]=[CH:37][CH:36]=[CH:35][CH:34]=1)=[O:30]. No catalyst specified. The product is [F:1][C:2]1[CH:3]=[C:4]([C:8]2[C:16]3[O:15][CH:14]([CH2:17][NH:18][C:29](=[O:30])[O:31][CH2:32][C:33]4[CH:38]=[CH:37][CH:36]=[CH:35][CH:34]=4)[CH2:13][C:12]=3[CH:11]=[CH:10][CH:9]=2)[CH:5]=[CH:6][CH:7]=1. The yield is 0.940. (3) The reactants are [Br:1][C:2]1[CH:3]=[CH:4][C:5]([O:10][CH2:11][O:12][CH3:13])=[C:6]([CH:9]=1)C=O.ClC1C=CC=C(C(OO)=[O:22])C=1. The catalyst is ClCCl. The product is [Br:1][C:2]1[CH:3]=[CH:4][C:5]([O:10][CH2:11][O:12][CH3:13])=[C:6]([OH:22])[CH:9]=1. The yield is 0.790.